Predict which catalyst facilitates the given reaction. From a dataset of Catalyst prediction with 721,799 reactions and 888 catalyst types from USPTO. (1) Reactant: [CH2:1]([N:3]1[C:12]2[C:7](=[CH:8][C:9]([N+:13]([O-])=O)=[CH:10][CH:11]=2)[C:6](=[O:16])[N:5]([CH2:17][Si:18]([CH3:21])([CH3:20])[CH3:19])[C:4]1=[O:22])[CH3:2].[H][H]. Product: [NH2:13][C:9]1[CH:8]=[C:7]2[C:12](=[CH:11][CH:10]=1)[N:3]([CH2:1][CH3:2])[C:4](=[O:22])[N:5]([CH2:17][Si:18]([CH3:21])([CH3:20])[CH3:19])[C:6]2=[O:16]. The catalyst class is: 78. (2) Reactant: [F:1][C:2]1[CH:3]=[CH:4][C:5](/[CH:28]=[CH:29]/[C:30]2[CH:35]=[CH:34][C:33]([O:36][CH3:37])=[CH:32][C:31]=2[CH3:38])=[C:6]([C:8]2[N:13]=[C:12]([N:14]3[C:18]([C:19]([F:22])([F:21])[F:20])=[C:17]([C:23]([O:25][CH2:26][CH3:27])=[O:24])[CH:16]=[N:15]3)[CH:11]=[CH:10][CH:9]=2)[CH:7]=1.OCC1(OC[C@@H](O)[C@@H](O)[C@H]1O)O. Product: [F:1][C:2]1[CH:3]=[CH:4][C:5]([CH2:28][CH2:29][C:30]2[CH:35]=[CH:34][C:33]([O:36][CH3:37])=[CH:32][C:31]=2[CH3:38])=[C:6]([C:8]2[N:13]=[C:12]([N:14]3[C:18]([C:19]([F:22])([F:20])[F:21])=[C:17]([C:23]([O:25][CH2:26][CH3:27])=[O:24])[CH:16]=[N:15]3)[CH:11]=[CH:10][CH:9]=2)[CH:7]=1. The catalyst class is: 19. (3) Reactant: [Br:1][C:2]1[N:7]=[C:6]([CH:8]=[O:9])[CH:5]=[CH:4][CH:3]=1.[CH2:10](O)[CH2:11][OH:12].CC1C=CC(S(O)(=O)=O)=CC=1. Product: [Br:1][C:2]1[CH:3]=[CH:4][CH:5]=[C:6]([CH:8]2[O:12][CH2:11][CH2:10][O:9]2)[N:7]=1. The catalyst class is: 11. (4) Reactant: [C:1](N[C@@H](C(O)=O)CC1C=CC=CC=1)(OC(C)(C)C)=[O:2].C1C=C[C:23]2[N:28](O)[N:27]=[N:26][C:24]=2[CH:25]=1.[CH3:30][CH2:31][N:32]=C=NCCCN(C)C.C([N:43]([CH2:46][CH3:47])[CH2:44][CH3:45])C. Product: [CH3:30][C:31]1[N:26]2[C:1](=[O:2])[N:28]([N:27]3[CH2:45][CH2:44][NH:43][CH2:46][CH2:47]3)[CH2:23][C:24]2=[CH:25][N:32]=1. The catalyst class is: 10. (5) Reactant: [NH2:1][C:2]1[C:9]([F:10])=[CH:8][C:5]([C:6]#[N:7])=[C:4]([F:11])[CH:3]=1.C([Li])CCC.[CH3:17][S:18](Cl)(=[O:20])=[O:19]. Product: [F:10][C:9]1[CH:8]=[C:5]([C:6]#[N:7])[C:4]([F:11])=[CH:3][C:2]=1[NH:1][S:18]([CH3:17])(=[O:20])=[O:19]. The catalyst class is: 7. (6) Reactant: C([N:4]1[C:12]2[C:7](=[CH:8][C:9]([O:16][CH3:17])=[C:10]([N+:13]([O-:15])=[O:14])[CH:11]=2)[CH2:6][C@H:5]1[CH3:18])(=O)C.[ClH:19].O1CCOCC1. Product: [ClH:19].[CH3:18][C@@H:5]1[CH2:6][C:7]2[C:12](=[CH:11][C:10]([N+:13]([O-:15])=[O:14])=[C:9]([O:16][CH3:17])[CH:8]=2)[NH:4]1. The catalyst class is: 5. (7) Reactant: [NH2:1][C@H:2]([C:8]([OH:10])=[O:9])[CH2:3][CH2:4][CH2:5][CH2:6][NH2:7]. Product: [NH2:1][C@H:2]([C:8]([O-:10])=[O:9])[CH2:3][CH2:4][CH2:5][CH2:6][NH2:7].[NH2:1][C@H:2]([C:8]([OH:10])=[O:9])[CH2:3][CH2:4][CH2:5][CH2:6][NH2:7]. The catalyst class is: 24. (8) Reactant: [H-].[H-].[H-].[H-].[Li+].[Al+3].C([O:9][C:10](=O)/[CH:11]=[CH:12]/[C:13]1[CH:22]=[CH:21][C:20]2[C:15](=[CH:16][CH:17]=[CH:18][CH:19]=2)[N:14]=1)C.O. Product: [N:14]1[C:15]2[C:20](=[CH:19][CH:18]=[CH:17][CH:16]=2)[CH:21]=[CH:22][C:13]=1[CH2:12][CH2:11][CH2:10][OH:9]. The catalyst class is: 1. (9) The catalyst class is: 1. Product: [F:30][C:31]([F:35])([F:34])[CH2:32][O:17][C@H:18]1[CH2:22][CH2:21][N:20]([C:23]([O:25][C:26]([CH3:29])([CH3:28])[CH3:27])=[O:24])[CH2:19]1. Reactant: N(C(OC(C)(C)C)=O)=NC(OC(C)(C)C)=O.[OH:17][C@@H:18]1[CH2:22][CH2:21][N:20]([C:23]([O:25][C:26]([CH3:29])([CH3:28])[CH3:27])=[O:24])[CH2:19]1.[F:30][C:31]([F:35])([F:34])[CH2:32]O.C1(P(C2C=CC=CC=2)C2C=CC=CC=2)C=CC=CC=1.